This data is from Full USPTO retrosynthesis dataset with 1.9M reactions from patents (1976-2016). The task is: Predict the reactants needed to synthesize the given product. (1) Given the product [CH3:30][O:29][C:23]1[CH:22]=[C:21]2[C:26]([CH2:27][CH2:28][CH:19]([N:15]([CH2:14][CH:11]3[CH2:10][CH2:9][NH:8][CH2:13][CH2:12]3)[CH2:16][CH2:17][CH3:18])[CH2:20]2)=[CH:25][CH:24]=1, predict the reactants needed to synthesize it. The reactants are: C(OC([N:8]1[CH2:13][CH2:12][CH:11]([CH2:14][N:15]([CH:19]2[CH2:28][CH2:27][C:26]3[C:21](=[CH:22][C:23]([O:29][CH3:30])=[CH:24][CH:25]=3)[CH2:20]2)[CH2:16][CH2:17][CH3:18])[CH2:10][CH2:9]1)=O)(C)(C)C.FC(F)(F)C(O)=O. (2) Given the product [F:1][C:2]1[CH:21]=[CH:20][C:5]2[C:6]([C:9]3[CH:10]=[CH:11][C:12]([O:15][CH2:16][C@@H:17]([OH:18])[CH2:19][N:22]4[CH2:27][CH2:26][O:25][CH2:24][CH2:23]4)=[CH:13][CH:14]=3)=[N:7][O:8][C:4]=2[CH:3]=1, predict the reactants needed to synthesize it. The reactants are: [F:1][C:2]1[CH:21]=[CH:20][C:5]2[C:6]([C:9]3[CH:14]=[CH:13][C:12]([O:15][CH2:16][C@@H:17]4[CH2:19][O:18]4)=[CH:11][CH:10]=3)=[N:7][O:8][C:4]=2[CH:3]=1.[NH:22]1[CH2:27][CH2:26][O:25][CH2:24][CH2:23]1. (3) Given the product [CH2:30]([Sn:25]([CH2:21][CH2:22][CH2:23][CH3:24])([CH2:26][CH2:27][CH2:28][CH3:29])[O:17][C:16](=[O:18])[CH2:15][C:12]1[CH:13]=[CH:14][C:9]([C:1](=[O:8])[C:2]2[CH:3]=[CH:4][CH:5]=[CH:6][CH:7]=2)=[CH:10][CH:11]=1)[CH2:31][CH2:32][CH3:33], predict the reactants needed to synthesize it. The reactants are: [C:1]([C:9]1[CH:14]=[CH:13][C:12]([CH2:15][C:16]([OH:18])=[O:17])=[CH:11][CH:10]=1)(=[O:8])[C:2]1[CH:7]=[CH:6][CH:5]=[CH:4][CH:3]=1.C[O-].[CH2:21]([Sn+:25]([CH2:30][CH2:31][CH2:32][CH3:33])[CH2:26][CH2:27][CH2:28][CH3:29])[CH2:22][CH2:23][CH3:24]. (4) Given the product [Cl:1][C:2]1[CH:10]=[C:9]2[C:5]([CH:6]=[C:7]([C:11]3[CH:12]=[C:13]([O:17][S:18](=[O:24])(=[O:25])[N:19]([CH2:20][CH3:21])[CH2:22][CH3:23])[CH:14]=[N:15][CH:16]=3)[N:8]2[CH3:26])=[CH:4][CH:3]=1, predict the reactants needed to synthesize it. The reactants are: [Cl:1][C:2]1[CH:10]=[C:9]2[C:5]([CH:6]=[C:7]([C:11]3[CH:12]=[C:13]([O:17][S:18](=[O:25])(=[O:24])[N:19]([CH2:22][CH3:23])[CH2:20][CH3:21])[CH:14]=[N:15][CH:16]=3)[NH:8]2)=[CH:4][CH:3]=1.[CH3:26]N(C=O)C.C(=O)(OC)OC.C(=O)([O-])[O-].[K+].[K+]. (5) Given the product [CH2:30]([O:29][C:27]1[CH:26]=[CH:25][C:3]([CH2:4][N:5]2[C:9]3[CH:10]=[C:11]([O:15][CH2:16][CH2:17][CH2:18][C:19]([O:21][CH2:22][CH3:23])=[O:20])[CH:12]=[C:13]([CH3:14])[C:8]=3[N:7]=[C:6]2[CH3:24])=[C:2]([CH:32]=[CH2:33])[CH:28]=1)[CH3:31], predict the reactants needed to synthesize it. The reactants are: Br[C:2]1[CH:28]=[C:27]([O:29][CH2:30][CH3:31])[CH:26]=[CH:25][C:3]=1[CH2:4][N:5]1[C:9]2[CH:10]=[C:11]([O:15][CH2:16][CH2:17][CH2:18][C:19]([O:21][CH2:22][CH3:23])=[O:20])[CH:12]=[C:13]([CH3:14])[C:8]=2[N:7]=[C:6]1[CH3:24].[CH2:32]([Sn](CCCC)(CCCC)C=C)[CH2:33]CC.[Cl-].[Li+].